Predict the reaction yield, written as a fraction of the theoretical maximum amount of product (1.0 means a 100% yield; for example, 0.34 means a 34% yield). From a dataset of Reaction yield outcomes from USPTO patents with 853,638 reactions. (1) The reactants are [CH2:1]([O:3][C:4]([C:6]1[C:15](=[O:16])[C:14]2[C:13](=[O:17])[CH2:12][CH2:11][CH2:10][C:9]=2[NH:8][CH:7]=1)=[O:5])[CH3:2].II. The catalyst is C(O)C. The product is [CH2:1]([O:3][C:4]([C:6]1[C:15](=[O:16])[C:14]2[C:9](=[CH:10][CH:11]=[CH:12][C:13]=2[OH:17])[NH:8][CH:7]=1)=[O:5])[CH3:2]. The yield is 0.430. (2) The reactants are [Cl:1]N1C(=O)CCC1=O.[CH3:9][O:10][C:11]([C:13]1[CH:21]=[C:20]2[C:16]([C:17]3[CH:25]=[C:24]([CH3:26])[CH:23]=[N:22][C:18]=3[NH:19]2)=[C:15]([C:27]2[CH:32]=[CH:31][CH:30]=[C:29]([S:33]([CH2:36][CH3:37])(=[O:35])=[O:34])[CH:28]=2)[CH:14]=1)=[O:12]. The catalyst is C(Cl)Cl.CC(O)=O. The product is [CH3:9][O:10][C:11]([C:13]1[CH:21]=[C:20]2[C:16]([C:17]3[CH:25]=[C:24]([CH3:26])[CH:23]=[N:22][C:18]=3[NH:19]2)=[C:15]([C:27]2[CH:32]=[CH:31][CH:30]=[C:29]([S:33]([CH2:36][CH3:37])(=[O:35])=[O:34])[CH:28]=2)[C:14]=1[Cl:1])=[O:12]. The yield is 0.370.